This data is from Catalyst prediction with 721,799 reactions and 888 catalyst types from USPTO. The task is: Predict which catalyst facilitates the given reaction. (1) Reactant: [C:1]([O:5][C:6]([N:8]1[C@H:12]([C:13](=[O:45])[NH:14][C@:15]2([C:20]([NH:22][S:23]([C:26]3[CH:31]=[CH:30][CH:29]=[CH:28][C:27]=3[NH:32][CH2:33][CH2:34][O:35][CH2:36][CH2:37][CH2:38][O:39][CH2:40][C:41]([O:43]C)=[O:42])(=[O:25])=[O:24])=[O:21])[CH2:17][C@H:16]2[CH:18]=[CH2:19])[CH2:11][C@@H:10]([O:46][C:47]([N:49]2[CH2:57][C:56]3[C:51](=[CH:52][CH:53]=[CH:54][C:55]=3[F:58])[CH2:50]2)=[O:48])[CH2:9]1)=[O:7])([CH3:4])([CH3:3])[CH3:2].[Li+].[OH-]. Product: [C:1]([O:5][C:6]([N:8]1[C@H:12]([C:13](=[O:45])[NH:14][C@:15]2([C:20]([NH:22][S:23]([C:26]3[CH:31]=[CH:30][CH:29]=[CH:28][C:27]=3[NH:32][CH2:33][CH2:34][O:35][CH2:36][CH2:37][CH2:38][O:39][CH2:40][C:41]([OH:43])=[O:42])(=[O:25])=[O:24])=[O:21])[CH2:17][C@H:16]2[CH:18]=[CH2:19])[CH2:11][C@@H:10]([O:46][C:47]([N:49]2[CH2:57][C:56]3[C:51](=[CH:52][CH:53]=[CH:54][C:55]=3[F:58])[CH2:50]2)=[O:48])[CH2:9]1)=[O:7])([CH3:2])([CH3:3])[CH3:4]. The catalyst class is: 87. (2) Reactant: [NH2:1][CH2:2][C:3]1[CH:4]=[C:5]([CH2:9][N:10]2[C:18]3[C:13](=[C:14]([O:20][CH3:21])[CH:15]=[CH:16][C:17]=3[F:19])[C:12]([NH:22][S:23]([C:26]3[S:27][C:28]([Cl:31])=[CH:29][CH:30]=3)(=[O:25])=[O:24])=[N:11]2)[CH:6]=[CH:7][CH:8]=1.C(N(CC)CC)C.[C:39](OC(=O)C)(=[O:41])[CH3:40]. Product: [Cl:31][C:28]1[S:27][C:26]([S:23]([NH:22][C:12]2[C:13]3[C:18](=[C:17]([F:19])[CH:16]=[CH:15][C:14]=3[O:20][CH3:21])[N:10]([CH2:9][C:5]3[CH:4]=[C:3]([CH2:2][NH:1][C:39](=[O:41])[CH3:40])[CH:8]=[CH:7][CH:6]=3)[N:11]=2)(=[O:25])=[O:24])=[CH:30][CH:29]=1. The catalyst class is: 2. (3) Reactant: [CH3:1][O:2][C:3]([C@H:5]1[N:9]2[C:10](=[O:31])[C:11]([NH:28][CH:29]=[O:30])=[C:12]([CH2:17][C:18]3[C:27]4[C:22](=[CH:23][CH:24]=[CH:25][CH:26]=4)[CH:21]=[CH:20][CH:19]=3)[C:13]([CH:14]3[CH2:16][CH2:15]3)=[C:8]2[S:7][CH2:6]1)=[O:4].CO[C:34]([C@H:36]1N2C(=O)C(N)=C(CC3C4C(=CC=CC=4)C=CC=3)C(C3C=CC=CC=3)=C2S[CH2:37]1)=O.C(CC(OC(=O)CC=O)=O)=O. Product: [CH3:1][O:2][C:3]([C@H:5]1[N:9]2[C:10](=[O:31])[C:11]([NH:28][CH:29]=[O:30])=[C:12]([CH2:17][C:18]3[C:27]4[C:22](=[CH:23][CH:24]=[CH:25][CH:26]=4)[CH:21]=[CH:20][CH:19]=3)[C:13]([C:14]3[CH:16]=[CH:37][CH:36]=[CH:34][CH:15]=3)=[C:8]2[S:7][CH2:6]1)=[O:4]. The catalyst class is: 298. (4) Reactant: O=[C:2]1[C:11]2[C:6](=[CH:7][C:8]([C:12]([OH:14])=[O:13])=[CH:9][CH:10]=2)[N:5]=[CH:4][NH:3]1.C(Cl)(=O)C([Cl:18])=O.CN(C=O)C. Product: [Cl:18][C:2]1[C:11]2[C:6](=[CH:7][C:8]([C:12]([OH:14])=[O:13])=[CH:9][CH:10]=2)[N:5]=[CH:4][N:3]=1. The catalyst class is: 2. (5) Reactant: [F:1][C:2]([F:17])([C:6]1[CH:11]=[CH:10][C:9]([F:12])=[CH:8][C:7]=1[O:13][CH:14]([CH3:16])[CH3:15])[C:3]([OH:5])=O.O=P(Cl)(Cl)Cl.Cl.[NH2:24][CH2:25][C:26]1[CH:27]=[C:28]2[C:32](=[CH:33][CH:34]=1)[C:31](=[O:35])[N:30]([CH:36]1[CH2:41][CH2:40][C:39](=[O:42])[NH:38][C:37]1=[O:43])[CH2:29]2.C(=O)(O)[O-].[Na+]. Product: [O:43]=[C:37]1[CH:36]([N:30]2[CH2:29][C:28]3[C:32](=[CH:33][CH:34]=[C:26]([CH2:25][NH:24][C:3](=[O:5])[C:2]([F:1])([F:17])[C:6]4[CH:11]=[CH:10][C:9]([F:12])=[CH:8][C:7]=4[O:13][CH:14]([CH3:16])[CH3:15])[CH:27]=3)[C:31]2=[O:35])[CH2:41][CH2:40][C:39](=[O:42])[NH:38]1. The catalyst class is: 17. (6) Reactant: C([O:3][C:4](=[O:34])[CH2:5][N:6]1[CH2:10][C@@H:9]([CH2:11][C:12]([CH3:15])([CH3:14])[CH3:13])[C@@:8]([C:18]2[CH:23]=[CH:22][C:21]([Cl:24])=[CH:20][C:19]=2[F:25])([C:16]#[N:17])[C@H:7]1[C:26]1[CH:31]=[CH:30][CH:29]=[C:28]([Cl:32])[C:27]=1[F:33])C.[Li+].[OH-]. Product: [Cl:32][C:28]1[C:27]([F:33])=[C:26]([C@@H:7]2[C@:8]([C:18]3[CH:23]=[CH:22][C:21]([Cl:24])=[CH:20][C:19]=3[F:25])([C:16]#[N:17])[C@H:9]([CH2:11][C:12]([CH3:14])([CH3:15])[CH3:13])[CH2:10][N:6]2[CH2:5][C:4]([OH:34])=[O:3])[CH:31]=[CH:30][CH:29]=1. The catalyst class is: 20.